This data is from Catalyst prediction with 721,799 reactions and 888 catalyst types from USPTO. The task is: Predict which catalyst facilitates the given reaction. (1) Reactant: Cl[C:2]1[N:3]=[C:4]([NH:11][C:12]2[CH:13]=[C:14]3[C:18](=[CH:19][CH:20]=2)[NH:17][N:16]=[CH:15]3)[C:5]2[CH2:10][O:9][CH2:8][C:6]=2[N:7]=1.Cl.[F:22][C:23]1[CH:24]=[C:25]2[C:29](=[CH:30][CH:31]=1)[CH2:28][NH:27][CH2:26]2. Product: [F:22][C:23]1[CH:24]=[C:25]2[C:29](=[CH:30][CH:31]=1)[CH2:28][N:27]([C:2]1[N:3]=[C:4]([NH:11][C:12]3[CH:13]=[C:14]4[C:18](=[CH:19][CH:20]=3)[NH:17][N:16]=[CH:15]4)[C:5]3[CH2:10][O:9][CH2:8][C:6]=3[N:7]=1)[CH2:26]2. The catalyst class is: 37. (2) Reactant: [C:1]([O:9][CH2:10][C@@H:11]1[C@@:15]([O:17][C:18](=[O:20])[CH3:19])([CH3:16])[C@:14]([F:22])([CH3:21])[CH:13]([N:23]2[CH:31]=[N:30][C:29]3[C:24]2=[N:25][CH:26]=[N:27][C:28]=3Cl)[O:12]1)(=[O:8])[C:2]1[CH:7]=[CH:6][CH:5]=[CH:4][CH:3]=1.[CH:33]1([NH2:36])[CH2:35][CH2:34]1.O. Product: [C:1]([O:9][CH2:10][C@@H:11]1[C@@:15]([O:17][C:18](=[O:20])[CH3:19])([CH3:16])[C@:14]([F:22])([CH3:21])[CH:13]([N:23]2[CH:31]=[N:30][C:29]3[C:24]2=[N:25][CH:26]=[N:27][C:28]=3[NH:36][CH:33]2[CH2:35][CH2:34]2)[O:12]1)(=[O:8])[C:2]1[CH:7]=[CH:6][CH:5]=[CH:4][CH:3]=1. The catalyst class is: 8. (3) Reactant: [CH2:1]([N:3]1[CH:8]=[C:7]([C:9]([O:11]C)=[O:10])[CH:6]=[CH:5][C:4]1=[O:13])[CH3:2].O.[OH-].[Li+].Cl. Product: [CH2:1]([N:3]1[CH:8]=[C:7]([C:9]([OH:11])=[O:10])[CH:6]=[CH:5][C:4]1=[O:13])[CH3:2]. The catalyst class is: 72. (4) Product: [CH3:14][N:10]1[C:11]2[C:7](=[CH:6][C:5]([C:3]3[N:4]=[C:34]([CH3:35])[O:1][N:2]=3)=[CH:13][CH:12]=2)[C:8]([C:15]2[N:23]([S:24]([C:27]3[CH:28]=[CH:29][C:30]([CH3:33])=[CH:31][CH:32]=3)(=[O:26])=[O:25])[C:18]3=[N:19][CH:20]=[CH:21][CH:22]=[C:17]3[CH:16]=2)=[CH:9]1. The catalyst class is: 11. Reactant: [OH:1][NH:2][C:3]([C:5]1[CH:6]=[C:7]2[C:11](=[CH:12][CH:13]=1)[N:10]([CH3:14])[CH:9]=[C:8]2[C:15]1[N:23]([S:24]([C:27]2[CH:32]=[CH:31][C:30]([CH3:33])=[CH:29][CH:28]=2)(=[O:26])=[O:25])[C:18]2=[N:19][CH:20]=[CH:21][CH:22]=[C:17]2[CH:16]=1)=[NH:4].[C:34](OC(=O)C)(=O)[CH3:35]. (5) Reactant: CC1C=CC(S(O[N:12]=[C:13]([C:22]2[CH:27]=[CH:26][N:25]=[CH:24][CH:23]=2)[CH2:14][C:15]2[CH:20]=[CH:19][C:18]([F:21])=[CH:17][CH:16]=2)(=O)=O)=CC=1.[Na].[C:29]([S-:31])#[N:30].[K+].C([O-])(O)=O.[Na+]. Product: [F:21][C:18]1[CH:17]=[CH:16][C:15]([C:14]2[C:13]([C:22]3[CH:23]=[CH:24][N:25]=[CH:26][CH:27]=3)=[N:12][C:29](=[S:31])[N:30]=2)=[CH:20][CH:19]=1. The catalyst class is: 621. (6) Reactant: [CH3:1][CH:2]([CH3:34])[CH2:3][CH2:4][C@@H:5]([N:13]1[CH2:18][CH2:17][C@@H:16]([CH2:19][C:20]([O:22]C)=[O:21])[CH2:15][C@H:14]1[C:24]1[CH:29]=[CH:28][C:27]([C:30]([F:33])([F:32])[F:31])=[CH:26][CH:25]=1)[CH2:6][CH:7]1[CH2:12][CH2:11][O:10][CH2:9][CH2:8]1.[OH-].[Na+]. Product: [CH3:1][CH:2]([CH3:34])[CH2:3][CH2:4][C@@H:5]([N:13]1[CH2:18][CH2:17][C@@H:16]([CH2:19][C:20]([OH:22])=[O:21])[CH2:15][C@H:14]1[C:24]1[CH:25]=[CH:26][C:27]([C:30]([F:33])([F:31])[F:32])=[CH:28][CH:29]=1)[CH2:6][CH:7]1[CH2:8][CH2:9][O:10][CH2:11][CH2:12]1. The catalyst class is: 5. (7) Reactant: [S:1]1[C:5]2[CH:6]=[CH:7][C:8]([NH:10][C:11]3[C:20]4[C:15](=[CH:16][CH:17]=[C:18]([S:21][C:22]([CH3:28])([CH3:27])[C:23]([O:25]C)=[O:24])[CH:19]=4)[N:14]=[CH:13][CH:12]=3)=[CH:9][C:4]=2[N:3]=[CH:2]1.[Li+].[OH-]. Product: [S:1]1[C:5]2[CH:6]=[CH:7][C:8]([NH:10][C:11]3[C:20]4[C:15](=[CH:16][CH:17]=[C:18]([S:21][C:22]([CH3:28])([CH3:27])[C:23]([OH:25])=[O:24])[CH:19]=4)[N:14]=[CH:13][CH:12]=3)=[CH:9][C:4]=2[N:3]=[CH:2]1. The catalyst class is: 20. (8) Reactant: FC(F)(F)C([N:5]1[CH2:11][C@@H:10]([CH3:12])[C:9]2[CH:13]=[C:14]([Cl:17])[CH:15]=[CH:16][C:8]=2[CH2:7][CH2:6]1)=O.[OH-].[Na+].FC(F)(F)C(N)=O. Product: [Cl:17][C:14]1[CH:15]=[CH:16][C:8]2[CH2:7][CH2:6][NH:5][CH2:11][C@@H:10]([CH3:12])[C:9]=2[CH:13]=1. The catalyst class is: 5. (9) Reactant: [CH3:1][C:2]1([CH3:14])[C:6]([CH3:8])([CH3:7])[O:5][B:4]([C:9]2[CH:10]=[N:11][NH:12][CH:13]=2)[O:3]1.CN(C=O)C.[H-].[Na+].CS(O[CH:27]1[CH2:32][CH2:31][N:30]([C:33]([O:35][C:36]([CH3:39])([CH3:38])[CH3:37])=[O:34])[CH2:29][CH2:28]1)(=O)=O. Product: [CH3:1][C:2]1([CH3:14])[C:6]([CH3:7])([CH3:8])[O:5][B:4]([C:9]2[CH:13]=[N:12][N:11]([CH:27]3[CH2:32][CH2:31][N:30]([C:33]([O:35][C:36]([CH3:39])([CH3:38])[CH3:37])=[O:34])[CH2:29][CH2:28]3)[CH:10]=2)[O:3]1. The catalyst class is: 6. (10) Reactant: [CH3:1][O:2][C:3]1[CH:4]=[C:5]2[C:9](=[CH:10][CH:11]=1)[NH:8][C:7](=[O:12])[C:6]2=[O:13].[H-].[Na+].[CH:16]1[CH:21]=[CH:20][C:19]([CH2:22]Br)=[CH:18][CH:17]=1.O. Product: [CH2:22]([N:8]1[C:9]2[C:5](=[CH:4][C:3]([O:2][CH3:1])=[CH:11][CH:10]=2)[C:6](=[O:13])[C:7]1=[O:12])[C:19]1[CH:20]=[CH:21][CH:16]=[CH:17][CH:18]=1. The catalyst class is: 3.